From a dataset of Catalyst prediction with 721,799 reactions and 888 catalyst types from USPTO. Predict which catalyst facilitates the given reaction. (1) Reactant: [N+:1]([C:4]1[CH:11]=[C:8]([CH:9]=[O:10])[C:7]([OH:12])=[CH:6][CH:5]=1)([O-:3])=[O:2].Br[CH2:14][C:15]([O:17][CH2:18][CH3:19])=[O:16].C([O-])([O-])=O.[K+].[K+].[Na+].[I-]. Product: [CH2:18]([O:17][C:15]([CH2:14][O:12][C:7]1[CH:6]=[CH:5][C:4]([N+:1]([O-:3])=[O:2])=[CH:11][C:8]=1[CH:9]=[O:10])=[O:16])[CH3:19]. The catalyst class is: 1. (2) Product: [C:1]([NH:4][C:5]1[CH:10]=[C:9]([N:11]2[CH:15]=[C:14]([C:16]([OH:18])=[O:17])[C:13]([I:21])=[N:12]2)[C:8]([CH3:22])=[CH:7][N:6]=1)(=[O:3])[CH3:2]. The catalyst class is: 5. Reactant: [C:1]([NH:4][C:5]1[CH:10]=[C:9]([N:11]2[CH:15]=[C:14]([C:16]([O:18]CC)=[O:17])[C:13]([I:21])=[N:12]2)[C:8]([CH3:22])=[CH:7][N:6]=1)(=[O:3])[CH3:2].C1COCC1.Cl. (3) Reactant: [F:1][C:2]1[CH:22]=[CH:21][C:5]([O:6][C:7]2[CH:12]=[CH:11][N:10]=[C:9]([C:13]3[NH:17][CH:16]=[C:15]([C:18](O)=[O:19])[CH:14]=3)[CH:8]=2)=[CH:4][C:3]=1[NH:23][C:24]([C:26]1[O:27][CH:28]=[CH:29][C:30]=1[CH3:31])=[O:25].CN(C(ON1N=NC2C=CC=NC1=2)=[N+](C)C)C.F[P-](F)(F)(F)(F)F.C(N(CC)C(C)C)(C)C.[O:65]1[CH2:70][CH2:69][N:68]([CH2:71][CH2:72][CH2:73][NH2:74])[CH2:67][CH2:66]1. Product: [F:1][C:2]1[CH:22]=[CH:21][C:5]([O:6][C:7]2[CH:12]=[CH:11][N:10]=[C:9]([C:13]3[NH:17][CH:16]=[C:15]([C:18]([NH:74][CH2:73][CH2:72][CH2:71][N:68]4[CH2:69][CH2:70][O:65][CH2:66][CH2:67]4)=[O:19])[CH:14]=3)[CH:8]=2)=[CH:4][C:3]=1[NH:23][C:24]([C:26]1[O:27][CH:28]=[CH:29][C:30]=1[CH3:31])=[O:25]. The catalyst class is: 18. (4) The catalyst class is: 13. Product: [Cl:23][C:21]1[CH:20]=[CH:19][C:18]([O:24][CH2:25][C:26]2[CH:27]=[CH:28][C:29]([Cl:32])=[CH:30][CH:31]=2)=[C:17]([C:12]2[N:11]([C:7]3[CH:6]=[C:5]([CH:10]=[CH:9][N:8]=3)[C:4]([OH:33])=[O:3])[C:15]([CH3:16])=[CH:14][CH:13]=2)[CH:22]=1. Reactant: C([O:3][C:4](=[O:33])[C:5]1[CH:10]=[CH:9][N:8]=[C:7]([N:11]2[C:15]([CH3:16])=[CH:14][CH:13]=[C:12]2[C:17]2[CH:22]=[C:21]([Cl:23])[CH:20]=[CH:19][C:18]=2[O:24][CH2:25][C:26]2[CH:31]=[CH:30][C:29]([Cl:32])=[CH:28][CH:27]=2)[CH:6]=1)C.C(O)C. (5) Reactant: [Br:1][C:2]1[CH:7]=[CH:6][C:5]([CH:8]([C:19]2[CH:24]=[CH:23][CH:22]=[CH:21][C:20]=2[CH3:25])[CH2:9][C:10]([C:12]2[CH:17]=[CH:16][C:15]([OH:18])=[CH:14][CH:13]=2)=O)=[CH:4][CH:3]=1.Cl.[NH2:27][OH:28].C([O-])(O)=O.[Na+].[Cl-].[NH4+]. Product: [Br:1][C:2]1[CH:7]=[CH:6][C:5]([CH:8]([C:19]2[CH:24]=[CH:23][CH:22]=[CH:21][C:20]=2[CH3:25])[CH2:9]/[C:10](/[C:12]2[CH:17]=[CH:16][C:15]([OH:18])=[CH:14][CH:13]=2)=[N:27]\[OH:28])=[CH:4][CH:3]=1. The catalyst class is: 40. (6) Reactant: [Br:1][C:2]1[CH:7]=[CH:6][C:5]([CH3:8])=[CH:4][C:3]=1[Cl:9].C1C(=O)N([Br:17])C(=O)C1.CC(N=NC(C#N)(C)C)(C#N)C. Product: [Br:1][C:2]1[CH:7]=[CH:6][C:5]([CH2:8][Br:17])=[CH:4][C:3]=1[Cl:9]. The catalyst class is: 53. (7) Reactant: [CH2:1]1[CH:6]([C:7](O)=[O:8])[CH2:5][CH2:4][CH:3]([NH2:10])[CH2:2]1.B.C1COCC1. Product: [CH2:1]1[CH:6]([CH2:7][OH:8])[CH2:5][CH2:4][CH:3]([NH2:10])[CH2:2]1. The catalyst class is: 1. (8) Reactant: [C:1]([NH:5][CH2:6][C:7]1[CH:12]=[CH:11][CH:10]=[C:9]([C:13]2[CH:18]=[CH:17][N:16]=[C:15]([Cl:19])[N:14]=2)[CH:8]=1)([CH3:4])([CH3:3])[CH3:2].Cl[C:21]([O:23][CH2:24][CH:25]=[CH2:26])=[O:22].C(N(C(C)C)CC)(C)C. Product: [CH2:24]([O:23][C:21](=[O:22])[N:5]([C:1]([CH3:4])([CH3:2])[CH3:3])[CH2:6][C:7]1[CH:12]=[CH:11][CH:10]=[C:9]([C:13]2[CH:18]=[CH:17][N:16]=[C:15]([Cl:19])[N:14]=2)[CH:8]=1)[CH:25]=[CH2:26]. The catalyst class is: 2. (9) Reactant: O.C1(C)C=CC(S(O)(=O)=O)=CC=1.[C:13]([C:15]1[C:16]([NH:30][C:31](=O)[C:32]([CH3:35])([CH3:34])[CH3:33])=[C:17]([OH:29])[C:18]([F:28])=[C:19]([C:22]2[CH:27]=[CH:26][CH:25]=[CH:24][CH:23]=2)[C:20]=1[CH3:21])#[N:14].O.C(=O)(O)[O-].[Na+]. Product: [C:32]([C:31]1[O:29][C:17]2[C:16](=[C:15]([C:13]#[N:14])[C:20]([CH3:21])=[C:19]([C:22]3[CH:23]=[CH:24][CH:25]=[CH:26][CH:27]=3)[C:18]=2[F:28])[N:30]=1)([CH3:34])([CH3:33])[CH3:35]. The catalyst class is: 11.